From a dataset of CYP2D6 substrate classification data from Carbon-Mangels et al.. Regression/Classification. Given a drug SMILES string, predict its absorption, distribution, metabolism, or excretion properties. Task type varies by dataset: regression for continuous measurements (e.g., permeability, clearance, half-life) or binary classification for categorical outcomes (e.g., BBB penetration, CYP inhibition). Dataset: cyp2d6_substrate_carbonmangels. The compound is Clc1ccc(CO[C@@H](Cn2ccnc2)c2ccc(Cl)cc2Cl)c(Cl)c1. The result is 0 (non-substrate).